From a dataset of Retrosynthesis with 50K atom-mapped reactions and 10 reaction types from USPTO. Predict the reactants needed to synthesize the given product. (1) The reactants are: Cc1c(N)cccc1Br.O=C(O)c1ncc[nH]1. Given the product Cc1c(Br)cccc1NC(=O)c1ncc[nH]1, predict the reactants needed to synthesize it. (2) Given the product CC(C)(C)OC(=O)N[C@@H]1CCCN(c2ccc(C#N)c3[nH]ccc23)C1, predict the reactants needed to synthesize it. The reactants are: CC(C)(C)OC(=O)N[C@@H]1CCCNC1.N#Cc1ccc(F)c2cc[nH]c12. (3) Given the product CCOC(=O)c1cc(F)c(Cl)nc1Cl, predict the reactants needed to synthesize it. The reactants are: CCO.O=C(Cl)c1cc(F)c(Cl)nc1Cl. (4) Given the product CN(C)CCSc1nc2ccccc2cc1-c1ccc(O)cc1, predict the reactants needed to synthesize it. The reactants are: CN(C)CCS.Oc1ccc(-c2cc3ccccc3nc2Cl)cc1.